Dataset: Catalyst prediction with 721,799 reactions and 888 catalyst types from USPTO. Task: Predict which catalyst facilitates the given reaction. Reactant: Cl.[NH2:2][OH:3].[OH-].[Na+].[F:6][C:7]([F:18])([F:17])[O:8][C:9]1[CH:16]=[CH:15][CH:14]=[CH:13][C:10]=1[CH:11]=O. Product: [F:6][C:7]([F:18])([F:17])[O:8][C:9]1[CH:16]=[CH:15][CH:14]=[CH:13][C:10]=1[CH:11]=[N:2][OH:3]. The catalyst class is: 97.